Predict the reaction yield, written as a fraction of the theoretical maximum amount of product (1.0 means a 100% yield; for example, 0.34 means a 34% yield). From a dataset of Reaction yield outcomes from USPTO patents with 853,638 reactions. (1) The reactants are [Br:1][C:2]1[C:3](=[O:19])[NH:4][C:5](C)=[CH:6][C:7]=1[O:8][CH2:9][C:10]1[CH:15]=[CH:14][C:13](F)=[CH:12][C:11]=1F.Br[CH2:21][C:22]1[CH:27]=[CH:26][C:25]([C:28]#[N:29])=[CH:24][CH:23]=1.C([O-])([O-])=O.[K+].[K+]. The catalyst is CN(C)C=O. The product is [CH2:9]([O:8][C:7]1[CH:6]=[CH:5][N:4]([CH2:21][C:22]2[CH:27]=[CH:26][C:25]([C:28]#[N:29])=[CH:24][CH:23]=2)[C:3](=[O:19])[C:2]=1[Br:1])[C:10]1[CH:11]=[CH:12][CH:13]=[CH:14][CH:15]=1. The yield is 0.460. (2) The reactants are [H-].[Na+].[NH:3]1[C:11]2[C:6](=[CH:7][CH:8]=[CH:9][CH:10]=2)[C:5](=[O:12])[C:4]1=[O:13].[CH3:14][O:15][C:16](=[O:23])[CH:17](Br)[CH2:18][CH:19]([CH3:21])[CH3:20]. The catalyst is CN(C)C=O.O. The product is [CH3:14][O:15][C:16](=[O:23])[CH:17]([N:3]1[C:11]2[C:6](=[CH:7][CH:8]=[CH:9][CH:10]=2)[C:5](=[O:12])[C:4]1=[O:13])[CH2:18][CH:19]([CH3:21])[CH3:20]. The yield is 0.720.